Dataset: Forward reaction prediction with 1.9M reactions from USPTO patents (1976-2016). Task: Predict the product of the given reaction. (1) Given the reactants [Cl:1][C:2]1[CH:7]=[CH:6][CH:5]=[C:4]([Cl:8])[C:3]=1[N:9]1[C:13]([CH2:14][OH:15])=[C:12]([CH:16]([CH3:18])[CH3:17])[N:11]=[N:10]1.[CH3:19][O:20][C:21](=[O:38])[C:22]1[CH:27]=[CH:26][C:25]([NH:28][CH2:29][C:30]2[CH:35]=[CH:34][C:33](O)=[CH:32][C:31]=2[CH3:37])=[CH:24][CH:23]=1.C(P(CCCC)CCCC)CCC.N(C(N1CCCCC1)=O)=NC(N1CCCCC1)=O, predict the reaction product. The product is: [CH3:19][O:20][C:21](=[O:38])[C:22]1[CH:23]=[CH:24][C:25]([NH:28][CH2:29][C:30]2[CH:35]=[CH:34][C:33]([O:15][CH2:14][C:13]3[N:9]([C:3]4[C:4]([Cl:8])=[CH:5][CH:6]=[CH:7][C:2]=4[Cl:1])[N:10]=[N:11][C:12]=3[CH:16]([CH3:18])[CH3:17])=[CH:32][C:31]=2[CH3:37])=[CH:26][CH:27]=1. (2) Given the reactants [H-].[Al+3].[Li+].[H-].[H-].[H-].[NH:7]=[C:8]([NH:14][C:15]1[CH:16]=[CH:17][C:18]([O:25][CH3:26])=[C:19]([CH:24]=1)[C:20](OC)=[O:21])[C:9]1[S:10][CH:11]=[CH:12][CH:13]=1.O.N, predict the reaction product. The product is: [OH:21][CH2:20][C:19]1[CH:24]=[C:15]([NH:14][C:8]([C:9]2[S:10][CH:11]=[CH:12][CH:13]=2)=[NH:7])[CH:16]=[CH:17][C:18]=1[O:25][CH3:26]. (3) Given the reactants [NH2:1][C:2]1[N:7]=[C:6]([NH:8][CH2:9][CH2:10][CH2:11][CH3:12])[C:5]([CH2:13][C:14]2[CH:19]=[CH:18][C:17]([CH2:20][C:21]([OH:23])=[O:22])=[CH:16][C:15]=2[OH:24])=[C:4]([CH3:25])[N:3]=1.[CH3:26][N:27]([CH3:33])[CH2:28][CH2:29][CH2:30][CH2:31]O, predict the reaction product. The product is: [NH2:1][C:2]1[N:7]=[C:6]([NH:8][CH2:9][CH2:10][CH2:11][CH3:12])[C:5]([CH2:13][C:14]2[CH:19]=[CH:18][C:17]([CH2:20][C:21]([O:23][CH2:31][CH2:30][CH2:29][CH2:28][N:27]([CH3:33])[CH3:26])=[O:22])=[CH:16][C:15]=2[OH:24])=[C:4]([CH3:25])[N:3]=1. (4) Given the reactants Br.[N+:2]([C:5]1[CH:10]=[CH:9][C:8]([CH2:11][C@@H:12]([C:14]2[N:15]=[C:16]([C:19]3[CH:24]=[CH:23][CH:22]=[CH:21][CH:20]=3)[S:17][CH:18]=2)[NH2:13])=[CH:7][CH:6]=1)([O-:4])=[O:3].C([O-])([O-])=O.[Ca+2].[C:30](Cl)(Cl)=[S:31], predict the reaction product. The product is: [N:13]([C@H:12]([C:14]1[N:15]=[C:16]([C:19]2[CH:20]=[CH:21][CH:22]=[CH:23][CH:24]=2)[S:17][CH:18]=1)[CH2:11][C:8]1[CH:7]=[CH:6][C:5]([N+:2]([O-:4])=[O:3])=[CH:10][CH:9]=1)=[C:30]=[S:31]. (5) Given the reactants [C:1]([O:9][C@@H:10]1[C@@H:15]([O:16][C:17](=[O:24])[C:18]2[CH:23]=[CH:22][CH:21]=[CH:20][CH:19]=2)[C@H:14]([O:25][C:26](=[O:33])[C:27]2[CH:32]=[CH:31][CH:30]=[CH:29][CH:28]=2)[C@@H:13]([CH2:34][O:35][C:36](=[O:43])[C:37]2[CH:42]=[CH:41][CH:40]=[CH:39][CH:38]=2)[O:12][C@@H:11]1[O:44][C@@H:45]1[C@@H:50]([CH2:51][O:52][C:53](=[O:60])[C:54]2[CH:59]=[CH:58][CH:57]=[CH:56][CH:55]=2)[O:49][C@H:48]([O:61][C@@H:62]2[C@@H:67]([CH2:68][O:69][C:70](=[O:77])[C:71]3[CH:76]=[CH:75][CH:74]=[CH:73][CH:72]=3)[O:66][C@H:65](Br)[C@H:64]([O:79][C:80](=[O:87])[C:81]3[CH:86]=[CH:85][CH:84]=[CH:83][CH:82]=3)[C@H:63]2[O:88][C:89](=[O:96])[C:90]2[CH:95]=[CH:94][CH:93]=[CH:92][CH:91]=2)[C@H:47]([O:97][C:98](=[O:105])[C:99]2[CH:104]=[CH:103][CH:102]=[CH:101][CH:100]=2)[C@H:46]1[O:106][C:107](=[O:114])[C:108]1[CH:113]=[CH:112][CH:111]=[CH:110][CH:109]=1)(=[O:8])[C:2]1[CH:7]=[CH:6][CH:5]=[CH:4][CH:3]=1.[C:115]([S-:117])#[N:116].[K+], predict the reaction product. The product is: [C:1]([O:9][C@@H:10]1[C@@H:15]([O:16][C:17](=[O:24])[C:18]2[CH:23]=[CH:22][CH:21]=[CH:20][CH:19]=2)[C@H:14]([O:25][C:26](=[O:33])[C:27]2[CH:32]=[CH:31][CH:30]=[CH:29][CH:28]=2)[C@@H:13]([CH2:34][O:35][C:36](=[O:43])[C:37]2[CH:42]=[CH:41][CH:40]=[CH:39][CH:38]=2)[O:12][C@@H:11]1[O:44][C@@H:45]1[C@@H:50]([CH2:51][O:52][C:53](=[O:60])[C:54]2[CH:59]=[CH:58][CH:57]=[CH:56][CH:55]=2)[O:49][C@H:48]([O:61][C@@H:62]2[C@@H:67]([CH2:68][O:69][C:70](=[O:77])[C:71]3[CH:76]=[CH:75][CH:74]=[CH:73][CH:72]=3)[O:66][C@@H:65]([N:116]=[C:115]=[S:117])[C@H:64]([O:79][C:80](=[O:87])[C:81]3[CH:86]=[CH:85][CH:84]=[CH:83][CH:82]=3)[C@H:63]2[O:88][C:89](=[O:96])[C:90]2[CH:95]=[CH:94][CH:93]=[CH:92][CH:91]=2)[C@H:47]([O:97][C:98](=[O:105])[C:99]2[CH:104]=[CH:103][CH:102]=[CH:101][CH:100]=2)[C@H:46]1[O:106][C:107](=[O:114])[C:108]1[CH:113]=[CH:112][CH:111]=[CH:110][CH:109]=1)(=[O:8])[C:2]1[CH:7]=[CH:6][CH:5]=[CH:4][CH:3]=1. (6) Given the reactants Cl[CH2:2][CH2:3][N:4]1[CH2:9][CH2:8][CH:7]([NH:10][C:11](=[O:21])[CH2:12][C:13]2[CH:18]=[CH:17][C:16]([C:19]#[N:20])=[CH:15][CH:14]=2)[CH2:6][CH2:5]1.[C:22]1([NH:28][C:29]2[CH:34]=[CH:33][CH:32]=[CH:31][CH:30]=2)[CH:27]=[CH:26][CH:25]=[CH:24][CH:23]=1.[I-].[Na+].CCN(C(C)C)C(C)C, predict the reaction product. The product is: [C:19]([C:16]1[CH:17]=[CH:18][C:13]([CH2:12][C:11]([NH:10][CH:7]2[CH2:8][CH2:9][N:4]([CH2:3][CH2:2][N:28]([C:29]3[CH:30]=[CH:31][CH:32]=[CH:33][CH:34]=3)[C:22]3[CH:27]=[CH:26][CH:25]=[CH:24][CH:23]=3)[CH2:5][CH2:6]2)=[O:21])=[CH:14][CH:15]=1)#[N:20]. (7) Given the reactants [CH2:1]([O:8][CH2:9][C@H:10]1[C@H:14]([O:15][Si:16]([C:29]([CH3:32])([CH3:31])[CH3:30])([C:23]2[CH:28]=[CH:27][CH:26]=[CH:25][CH:24]=2)[C:17]2[CH:22]=[CH:21][CH:20]=[CH:19][CH:18]=2)[CH2:13][CH:12]([C:33](=[CH:36][OH:37])[C:34]#[N:35])[CH2:11]1)[C:2]1[CH:7]=[CH:6][CH:5]=[CH:4][CH:3]=1.[C:38]([O-])([O-])=O.[Cs+].[Cs+].C[N:45]([CH:47]=O)C, predict the reaction product. The product is: [CH2:1]([O:8][CH2:9][C@H:10]1[C@H:14]([O:15][Si:16]([C:29]([CH3:30])([CH3:31])[CH3:32])([C:17]2[CH:18]=[CH:19][CH:20]=[CH:21][CH:22]=2)[C:23]2[CH:28]=[CH:27][CH:26]=[CH:25][CH:24]=2)[CH2:13][CH:12]([C:33](=[CH:36][O:37][CH2:38][C:47]#[N:45])[C:34]#[N:35])[CH2:11]1)[C:2]1[CH:7]=[CH:6][CH:5]=[CH:4][CH:3]=1. (8) Given the reactants [Br:1][C:2]1[C:3]([F:13])=[CH:4][CH:5]=[C:6]2[C:10]=1[NH:9]C(=O)[C:7]2=[O:12].[OH-:14].[Na+].OO.Cl, predict the reaction product. The product is: [NH2:9][C:10]1[C:2]([Br:1])=[C:3]([F:13])[CH:4]=[CH:5][C:6]=1[C:7]([OH:12])=[O:14].